Dataset: Forward reaction prediction with 1.9M reactions from USPTO patents (1976-2016). Task: Predict the product of the given reaction. Given the reactants C([O:5][C:6]([N:8]1[CH2:13][CH2:12][N:11]([C:14](=[O:44])[CH:15]([OH:43])[CH2:16][C:17]2[CH:22]=[CH:21][C:20]([O:23][C:24]3[CH:29]=[CH:28][C:27]([NH:30][C:31](=[O:42])[C:32]4[CH:37]=[CH:36][C:35]([C:38]([F:41])([F:40])[F:39])=[CH:34][CH:33]=4)=[CH:26][N:25]=3)=[CH:19][CH:18]=2)[CH2:10][CH2:9]1)=[O:7])CCC.CC(OI1(OC(C)=O)(OC(C)=O)O[C:56](=O)[C:55]2[CH:54]=CC=C[C:50]1=2)=O, predict the reaction product. The product is: [C:55]([O:5][C:6]([N:8]1[CH2:9][CH2:10][N:11]([C:14](=[O:44])[C:15](=[O:43])[CH2:16][C:17]2[CH:22]=[CH:21][C:20]([O:23][C:24]3[CH:29]=[CH:28][C:27]([NH:30][C:31](=[O:42])[C:32]4[CH:37]=[CH:36][C:35]([C:38]([F:41])([F:40])[F:39])=[CH:34][CH:33]=4)=[CH:26][N:25]=3)=[CH:19][CH:18]=2)[CH2:12][CH2:13]1)=[O:7])([CH3:56])([CH3:54])[CH3:50].